Dataset: Forward reaction prediction with 1.9M reactions from USPTO patents (1976-2016). Task: Predict the product of the given reaction. (1) The product is: [Br:34][C:28]1[CH:29]=[CH:30][C:31]([F:33])=[CH:32][C:27]=1[O:26][CH:23]1[CH2:24][CH2:25][N:20]([C:15]2[N:16]=[CH:17][C:18]3[N:19]=[C:11]([C:8]4[N:9]=[N:10][N:6]([CH2:5][C:4]([OH:35])=[O:3])[N:7]=4)[S:12][C:13]=3[N:14]=2)[CH2:21][CH2:22]1. Given the reactants C([O:3][C:4](=[O:35])[CH2:5][N:6]1[N:10]=[N:9][C:8]([C:11]2[S:12][C:13]3[N:14]=[C:15]([N:20]4[CH2:25][CH2:24][CH:23]([O:26][C:27]5[CH:32]=[C:31]([F:33])[CH:30]=[CH:29][C:28]=5[Br:34])[CH2:22][CH2:21]4)[N:16]=[CH:17][C:18]=3[N:19]=2)=[N:7]1)C.[OH-].[Na+], predict the reaction product. (2) The product is: [CH2:9]([O:16][C:17]1[CH:18]=[C:19]([CH:33]=[CH:34][CH:35]=1)[C:20]([NH:22][C:23]1[CH:28]=[CH:27][CH:26]=[CH:25][C:24]=1[S:29]([NH:30][C:1](=[O:7])[CH2:2][CH2:3][CH2:4][CH2:5][CH3:6])(=[O:32])=[O:31])=[O:21])[CH2:10][CH2:11][CH2:12][CH2:13][CH2:14][CH3:15]. Given the reactants [C:1](Cl)(=[O:7])[CH2:2][CH2:3][CH2:4][CH2:5][CH3:6].[CH2:9]([O:16][C:17]1[CH:18]=[C:19]([CH:33]=[CH:34][CH:35]=1)[C:20]([NH:22][C:23]1[CH:28]=[CH:27][CH:26]=[CH:25][C:24]=1[S:29](=[O:32])(=[O:31])[NH2:30])=[O:21])[CH2:10][CH2:11][CH2:12][CH2:13][CH2:14][CH3:15], predict the reaction product. (3) Given the reactants Br[C:2]1[CH:7]=[CH:6][CH:5]=[C:4]([Cl:8])[C:3]=1[F:9].C([Li])CCC.[CH2:15]([N:22]1[CH2:26][CH2:25][C:24](=[O:27])[CH2:23]1)[C:16]1[CH:21]=[CH:20][CH:19]=[CH:18][CH:17]=1.[Cl-].[NH4+], predict the reaction product. The product is: [CH2:15]([N:22]1[CH2:26][CH2:25][C:24]([C:2]2[CH:7]=[CH:6][CH:5]=[C:4]([Cl:8])[C:3]=2[F:9])([OH:27])[CH2:23]1)[C:16]1[CH:17]=[CH:18][CH:19]=[CH:20][CH:21]=1. (4) Given the reactants [C:1]([N:4]1[CH:9]([CH3:10])[CH2:8][N:7]([C:11]2[CH:16]=[C:15]([N:17]3[CH:21]=[N:20][C:19]([NH:22][C:23]4[CH:31]=[CH:30][C:26](C(O)=O)=[CH:25][CH:24]=4)=[N:18]3)[CH:14]=[CH:13][N:12]=2)[CH2:6][CH:5]1[CH3:32])(=[O:3])[CH3:2].CC[N:35](C(C)C)C(C)C.C1C=CC(P(N=[N+]=[N-])(C2C=CC=CC=2)=O)=CC=1.[CH3:59][N:60]([CH:62]=[O:63])[CH3:61], predict the reaction product. The product is: [C:1]([N:4]1[CH:9]([CH3:10])[CH2:8][N:7]([C:11]2[CH:16]=[C:15]([N:17]3[CH:21]=[N:20][C:19]([NH:22][C:23]4[CH:31]=[CH:30][C:26]([NH:35][C:62](=[O:63])[N:60]([CH3:61])[CH3:59])=[CH:25][CH:24]=4)=[N:18]3)[CH:14]=[CH:13][N:12]=2)[CH2:6][CH:5]1[CH3:32])(=[O:3])[CH3:2].